Predict the reactants needed to synthesize the given product. From a dataset of Full USPTO retrosynthesis dataset with 1.9M reactions from patents (1976-2016). (1) The reactants are: [CH3:1][C:2]1[CH:14]=[C:13]([CH2:15][N:16]([S:33]([CH2:36][CH2:37][CH3:38])(=[O:35])=[O:34])[C:17]2[CH:18]=[C:19]([C:23]3[CH:28]=[CH:27][C:26]([C:29]([F:32])([F:31])[F:30])=[CH:25][CH:24]=3)[CH:20]=[CH:21][CH:22]=2)[CH:12]=[CH:11][C:3]=1[O:4][CH2:5][C:6]([O:8]CC)=[O:7].[OH-].[Na+]. Given the product [CH3:1][C:2]1[CH:14]=[C:13]([CH2:15][N:16]([S:33]([CH2:36][CH2:37][CH3:38])(=[O:34])=[O:35])[C:17]2[CH:18]=[C:19]([C:23]3[CH:28]=[CH:27][C:26]([C:29]([F:30])([F:31])[F:32])=[CH:25][CH:24]=3)[CH:20]=[CH:21][CH:22]=2)[CH:12]=[CH:11][C:3]=1[O:4][CH2:5][C:6]([OH:8])=[O:7], predict the reactants needed to synthesize it. (2) Given the product [CH:15]1([CH2:18][O:10][C:7]2[CH:8]=[CH:9][C:4]([N+:1]([O-:3])=[O:2])=[C:5]([C:11]([F:12])([F:13])[F:14])[CH:6]=2)[CH2:17][CH2:16]1, predict the reactants needed to synthesize it. The reactants are: [N+:1]([C:4]1[CH:9]=[CH:8][C:7]([OH:10])=[CH:6][C:5]=1[C:11]([F:14])([F:13])[F:12])([O-:3])=[O:2].[CH:15]1([CH2:18]O)[CH2:17][CH2:16]1.C1(P(C2C=CC=CC=2)C2C=CC=CC=2)C=CC=CC=1.N(C(OCC)=O)=NC(OCC)=O. (3) Given the product [Cl:12][C:13]1[CH:14]=[C:15](/[CH:29]=[CH:30]/[C:31]([NH:41][O:40][CH:35]2[CH2:36][CH2:37][CH2:38][CH2:39][O:34]2)=[O:33])[CH:16]=[N:17][C:18]=1[NH:19][CH2:20][CH2:21][O:22][C:23]1[CH:24]=[CH:25][CH:26]=[CH:27][CH:28]=1, predict the reactants needed to synthesize it. The reactants are: CN(C)CCCN=C=NCC.[Cl:12][C:13]1[CH:14]=[C:15](/[CH:29]=[CH:30]/[C:31]([OH:33])=O)[CH:16]=[N:17][C:18]=1[NH:19][CH2:20][CH2:21][O:22][C:23]1[CH:28]=[CH:27][CH:26]=[CH:25][CH:24]=1.[O:34]1[CH2:39][CH2:38][CH2:37][CH2:36][CH:35]1[O:40][NH2:41].C1C=CC2N(O)N=NC=2C=1. (4) Given the product [F:10][CH:9]([F:11])[C:3]1[CH:4]=[CH:5][C:6]([F:8])=[CH:7][C:2]=1[CH:14]=[O:15], predict the reactants needed to synthesize it. The reactants are: Br[C:2]1[CH:7]=[C:6]([F:8])[CH:5]=[CH:4][C:3]=1[CH:9]([F:11])[F:10].CN(C)[CH:14]=[O:15].Cl. (5) Given the product [F:1][C:2]1[CH:3]=[CH:4][C:5]([C:8]2[O:12][N:11]=[C:10]([C:13]([NH:31][CH2:26][CH2:27][CH2:28][C:29]([N:30]3[CH2:25][CH2:40][N:41]([CH3:46])[CH2:42][CH2:43]3)=[O:60])=[O:15])[CH:9]=2)=[CH:6][CH:7]=1, predict the reactants needed to synthesize it. The reactants are: [F:1][C:2]1[CH:7]=[CH:6][C:5]([C:8]2[O:12][N:11]=[C:10]([C:13]([OH:15])=O)[CH:9]=2)=[CH:4][CH:3]=1.CN(C(ON1N=[N:31][C:26]2[CH:27]=[CH:28][CH:29]=[N:30][C:25]1=2)=[N+](C)C)C.F[P-](F)(F)(F)(F)F.[CH3:40][N:41]1[CH2:46]CN[CH2:43][CH2:42]1.CCN(C(C)C)C(C)C.CN(C=[O:60])C.